From a dataset of Catalyst prediction with 721,799 reactions and 888 catalyst types from USPTO. Predict which catalyst facilitates the given reaction. (1) Reactant: C([O:8][C:9]1[N:17]=[C:16]2[C:12]([N:13]=[CH:14][N:15]2[CH:18]2[CH2:22][CH2:21][CH2:20][O:19]2)=[C:11]([NH2:23])[N:10]=1)C1C=CC=CC=1. Product: [OH:8][C:9]1[N:17]=[C:16]2[C:12]([N:13]=[CH:14][N:15]2[CH:18]2[CH2:22][CH2:21][CH2:20][O:19]2)=[C:11]([NH2:23])[N:10]=1. The catalyst class is: 29. (2) Reactant: ClCC([C:5]1[CH:13]=[C:12]2[C:8]([CH2:9][CH2:10][C@H:11]2[NH:14][C:15](=[O:20])[C:16]([F:19])([F:18])[F:17])=[CH:7][CH:6]=1)=O.[Cl:21]C1C=C(C=CC=1)C(OO)=O.F[C:33](F)(F)[C:34]([OH:36])=[O:35].[OH-].[NH4+]. Product: [Cl:21][C:5]1[CH:13]=[C:12]2[C:8]([CH2:9][CH2:10][C@:11]2([O:36][C:34]([CH3:33])=[O:35])[NH:14][C:15](=[O:20])[C:16]([F:17])([F:18])[F:19])=[CH:7][CH:6]=1. The catalyst class is: 46.